Dataset: Cav3 T-type calcium channel HTS with 100,875 compounds. Task: Binary Classification. Given a drug SMILES string, predict its activity (active/inactive) in a high-throughput screening assay against a specified biological target. The drug is S(CC(=O)c1ccc(OC)cc1)c1[nH]c(cc(=O)n1)C. The result is 0 (inactive).